This data is from Full USPTO retrosynthesis dataset with 1.9M reactions from patents (1976-2016). The task is: Predict the reactants needed to synthesize the given product. (1) Given the product [Cl:1][C:2]1[C:7]([C:8]2([CH3:11])[CH2:9][CH2:10]2)=[CH:6][C:5]([NH2:12])=[C:4]([O:16][CH3:17])[CH:3]=1, predict the reactants needed to synthesize it. The reactants are: [Cl:1][C:2]1[C:7]([C:8]2([CH3:11])[CH2:10][CH2:9]2)=[CH:6][C:5]([NH:12]C(=O)C)=[C:4]([O:16][CH3:17])[CH:3]=1.[OH-].[K+].C(O)C. (2) Given the product [Cl:1][C:2]1[CH:3]=[C:4]2[C:9](=[CH:10][C:11]=1[O:12][C:13]1[CH:14]=[CH:15][C:16]([C:17](=[O:19])[NH:40][C:37]3[CH:38]=[CH:39][N:35]([C:30]4[CH:31]=[CH:32][C:33]([F:34])=[C:28]([F:27])[CH:29]=4)[N:36]=3)=[CH:20][CH:21]=1)[O:8][CH2:7][CH2:6][CH:5]2[C:22]([O:24][CH2:25][CH3:26])=[O:23], predict the reactants needed to synthesize it. The reactants are: [Cl:1][C:2]1[CH:3]=[C:4]2[C:9](=[CH:10][C:11]=1[O:12][C:13]1[CH:21]=[CH:20][C:16]([C:17]([OH:19])=O)=[CH:15][CH:14]=1)[O:8][CH2:7][CH2:6][CH:5]2[C:22]([O:24][CH2:25][CH3:26])=[O:23].[F:27][C:28]1[CH:29]=[C:30]([N:35]2[CH:39]=[CH:38][C:37]([NH2:40])=[N:36]2)[CH:31]=[CH:32][C:33]=1[F:34].N1C2C(=NC=CC=2)N(O)N=1.Cl.CN(C)CCCN=C=NCC.